Dataset: Forward reaction prediction with 1.9M reactions from USPTO patents (1976-2016). Task: Predict the product of the given reaction. (1) Given the reactants C(OC([N:8]([CH2:16][C@H:17]([C:19]1[CH:24]=[CH:23][N:22]=[C:21]2[O:25][CH2:26][CH2:27][O:28][C:20]=12)[CH3:18])C(=O)OC(C)(C)C)=O)(C)(C)C.[ClH:29].CC(O)C, predict the reaction product. The product is: [ClH:29].[ClH:29].[O:28]1[C:20]2[C:21](=[N:22][CH:23]=[CH:24][C:19]=2[C@H:17]([CH3:18])[CH2:16][NH2:8])[O:25][CH2:26][CH2:27]1. (2) Given the reactants C([N:3]([CH2:14][CH3:15])[C:4](=[O:13])[C:5]1[CH:10]=[CH:9][CH:8]=[CH:7][C:6]=1[CH2:11][CH3:12])C.C(C1[CH2:23][CH2:22][N:21]([CH3:24])[CH2:20][CH2:19]1)#N, predict the reaction product. The product is: [CH3:12][C:11]1[C:6]2[C:5](=[CH:10][CH:9]=[CH:8][CH:7]=2)[C:4](=[O:13])[NH:3][C:14]=1[CH:15]1[CH2:23][CH2:22][N:21]([CH3:24])[CH2:20][CH2:19]1. (3) Given the reactants [F:1][C:2]1[C:3]([O:21][CH3:22])=[C:4]([CH:9]([CH2:19][CH3:20])[CH2:10][C:11]([OH:18])([C:14]([F:17])([F:16])[F:15])[CH:12]=O)[CH:5]=[CH:6][C:7]=1[F:8].[NH2:23][C:24]1[CH:32]=[CH:31][CH:30]=[C:29]2[C:25]=1[CH:26]=[N:27][N:28]2[C:33]1[CH:34]=N[C:36]([F:39])=[CH:37][CH:38]=1.[C:40](O)(=O)C, predict the reaction product. The product is: [F:1][C:2]1[C:3]([O:21][CH3:22])=[C:4]([CH:9]([CH2:19][CH3:20])[CH2:10][C:11]([C:14]([F:17])([F:15])[F:16])([OH:18])[CH:12]=[N:23][C:24]2[CH:32]=[CH:31][CH:30]=[C:29]3[C:25]=2[CH:26]=[N:27][N:28]3[C:33]2[CH:38]=[CH:37][C:36]([F:39])=[CH:40][CH:34]=2)[CH:5]=[CH:6][C:7]=1[F:8]. (4) Given the reactants [CH3:1][NH:2][CH3:3].Cl.[N+:5]([C:8]1[CH:13]=[CH:12][C:11]([N:14]2[CH2:19][CH2:18][CH:17]([C:20](Cl)=[O:21])[CH2:16][CH2:15]2)=[CH:10][CH:9]=1)([O-:7])=[O:6], predict the reaction product. The product is: [CH3:1][N:2]([CH3:3])[C:20]([CH:17]1[CH2:18][CH2:19][N:14]([C:11]2[CH:12]=[CH:13][C:8]([N+:5]([O-:7])=[O:6])=[CH:9][CH:10]=2)[CH2:15][CH2:16]1)=[O:21]. (5) Given the reactants [Cl:1][C:2]1[CH:7]=[C:6]([O:8][CH3:9])[CH:5]=[C:4]([Cl:10])[C:3]=1Br.[F:12][C:13]([F:27])([F:26])[C:14]1[CH:19]=[CH:18][CH:17]=[C:16]([N:20]2[CH2:25][CH2:24][NH:23][CH2:22][CH2:21]2)[CH:15]=1.C1(OP(C2C=CC3C(=CC=CC=3)C=2C2C3C(=CC=CC=3)C=CC=2P(OC2C=CC=CC=2)(OC2C=CC=CC=2)=O)(OC2C=CC=CC=2)=O)C=CC=CC=1.CC(C)([O-])C.[Na+], predict the reaction product. The product is: [Cl:1][C:2]1[CH:7]=[C:6]([O:8][CH3:9])[CH:5]=[C:4]([Cl:10])[C:3]=1[N:23]1[CH2:22][CH2:21][N:20]([C:16]2[CH:17]=[CH:18][CH:19]=[C:14]([C:13]([F:26])([F:27])[F:12])[CH:15]=2)[CH2:25][CH2:24]1. (6) Given the reactants [NH2:1][C:2]1[C:3]([Cl:9])=[N:4][C:5]([Cl:8])=[N:6][CH:7]=1.C(=O)([O-])O.[Na+].O.[CH3:16][C:17]1[CH:18]=[C:19]([CH:23]=[C:24]([CH3:28])[C:25]=1[O:26][CH3:27])[C:20](Cl)=[O:21], predict the reaction product. The product is: [Cl:8][C:5]1[N:4]=[C:3]([Cl:9])[C:2]([NH:1][C:20](=[O:21])[C:19]2[CH:23]=[C:24]([CH3:28])[C:25]([O:26][CH3:27])=[C:17]([CH3:16])[CH:18]=2)=[CH:7][N:6]=1. (7) Given the reactants [Br:1][C:2]1[CH:7]=[CH:6][C:5]([C:8]2[N:9]=[C:10]([C:22]([F:28])([F:27])[C:23]([F:26])([F:25])[F:24])[O:11][C:12]=2[C@@H:13]2[CH2:18][CH2:17][CH2:16][CH2:15][C@H:14]2[C:19](O)=[O:20])=[CH:4][CH:3]=1.BrC1C=CC(C2N=C(C3C=CC(F)=C(F)C=3)OC=2[C@@H]2CCCC[C@H]2C([NH:49][C:50]2([C:53]#[N:54])[CH2:52][CH2:51]2)=O)=CC=1, predict the reaction product. The product is: [Br:1][C:2]1[CH:3]=[CH:4][C:5]([C:8]2[N:9]=[C:10]([C:22]([F:27])([F:28])[C:23]([F:25])([F:24])[F:26])[O:11][C:12]=2[C@@H:13]2[CH2:18][CH2:17][CH2:16][CH2:15][C@H:14]2[C:19]([NH:49][C:50]2([C:53]#[N:54])[CH2:52][CH2:51]2)=[O:20])=[CH:6][CH:7]=1.